Dataset: Retrosynthesis with 50K atom-mapped reactions and 10 reaction types from USPTO. Task: Predict the reactants needed to synthesize the given product. (1) Given the product Cc1cc(C#N)c(F)cc1-c1cnn(-c2ccc(C(=O)N3CCOCC3)cn2)c1O, predict the reactants needed to synthesize it. The reactants are: C1COCCN1.Cc1cc(C#N)c(F)cc1-c1cnn(-c2ccc(C(=O)O)cn2)c1O. (2) Given the product CNC(=O)c1ccccc1I, predict the reactants needed to synthesize it. The reactants are: CN.O=C(O)c1ccccc1I. (3) Given the product O=C(COc1ccc([N+](=O)[O-])cc1)OCCOC(=O)COc1ccc([N+](=O)[O-])cc1, predict the reactants needed to synthesize it. The reactants are: O=C(COc1ccc([N+](=O)[O-])cc1)OCCO.O=C(O)COc1ccc([N+](=O)[O-])cc1.